From a dataset of Forward reaction prediction with 1.9M reactions from USPTO patents (1976-2016). Predict the product of the given reaction. (1) Given the reactants [C:1]1(=[O:7])[O:6][C:4](=[O:5])[CH2:3][CH2:2]1.[CH:8]1[C:13]([NH2:14])=[CH:12][CH:11]=[C:10]([S:15]([NH:18][C:19]2[S:23][CH:22]=[CH:21][N:20]=2)(=[O:17])=[O:16])[CH:9]=1.C(N(CC)CC)C, predict the reaction product. The product is: [CH:12]1[C:13]([NH:14][C:1]([CH2:2][CH2:3][C:4]([OH:6])=[O:5])=[O:7])=[CH:8][CH:9]=[C:10]([S:15]([NH:18][C:19]2[S:23][CH:22]=[CH:21][N:20]=2)(=[O:17])=[O:16])[CH:11]=1. (2) Given the reactants [C:1]([C:3]1[S:7][C:6]([N:8]=[C:9]2[S:13][CH2:12][C:11]3([CH2:17][CH2:16][CH2:15][CH2:14]3)[NH:10]2)=[CH:5][CH:4]=1)#[N:2].[CH2:18](Br)[CH:19]([CH3:21])[CH3:20], predict the reaction product. The product is: [C:1]([C:3]1[S:7][C:6]([N:8]=[C:9]2[S:13][CH2:12][C:11]3([CH2:14][CH2:15][CH2:16][CH2:17]3)[N:10]2[CH2:18][CH:19]([CH3:21])[CH3:20])=[CH:5][CH:4]=1)#[N:2]. (3) Given the reactants C(NC(C)C)(C)C.C([Li])CCC.[CH3:13][O:14][C:15]1[CH2:19][CH2:18][C:17](=[O:20])[C:16]=1[C:21]1[C:26]([CH3:27])=[CH:25][C:24]([CH3:28])=[CH:23][C:22]=1[CH3:29].[O:30]1[CH:34]=[CH:33][C:32]([CH:35]=[O:36])=[CH:31]1, predict the reaction product. The product is: [O:30]1[CH:34]=[CH:33][C:32]([CH:35]([OH:36])[CH:18]2[C:17](=[O:20])[C:16]([C:21]3[C:26]([CH3:27])=[CH:25][C:24]([CH3:28])=[CH:23][C:22]=3[CH3:29])=[C:15]([O:14][CH3:13])[CH2:19]2)=[CH:31]1. (4) Given the reactants [CH3:1][CH2:2][O:3][C:4]([NH:6][C:7]1[CH:8]=[CH:9][C:10]([NH:14][CH2:15][C:16]2[CH:17]=[CH:18][C:19]([F:22])=[CH:20][CH:21]=2)=[N:11][C:12]=1[NH2:13])=[O:5].[C:23]([OH:30])(=[O:29])/[CH:24]=[CH:25]\[C:26]([OH:28])=[O:27], predict the reaction product. The product is: [CH3:1][CH2:2][O:3][C:4]([NH:6][C:7]1[CH:8]=[CH:9][C:10]([NH:14][CH2:15][C:16]2[CH:17]=[CH:18][C:19]([F:22])=[CH:20][CH:21]=2)=[N:11][C:12]=1[NH2:13])=[O:5].[CH:24](/[C:23]([OH:30])=[O:29])=[CH:25]/[C:26]([OH:28])=[O:27].